Dataset: Forward reaction prediction with 1.9M reactions from USPTO patents (1976-2016). Task: Predict the product of the given reaction. (1) Given the reactants I[C:2]1[CH:7]=[CH:6][C:5]([I:8])=[CH:4][CH:3]=1.[CH3:9][C@H:10]1[O:15][C@@H:14]([CH3:16])[CH2:13][NH:12][CH2:11]1, predict the reaction product. The product is: [I:8][C:5]1[CH:6]=[CH:7][C:2]([N:12]2[CH2:11][C@@H:10]([CH3:9])[O:15][C@@H:14]([CH3:16])[CH2:13]2)=[CH:3][CH:4]=1. (2) The product is: [OH:44][C:40]1[CH:39]=[C:38]([O:37][CH2:32][CH2:33][CH:34]([CH3:36])[CH3:35])[CH:43]=[CH:42][C:41]=1[C:10]([C:9]1[CH:13]=[CH:14][C:15]([O:16][CH2:17][CH:18]([CH3:20])[CH3:19])=[C:7]([CH2:6][CH2:5][C:4]([O:3][CH2:1][CH3:2])=[O:21])[CH:8]=1)=[O:12]. Given the reactants [CH2:1]([O:3][C:4](=[O:21])[CH2:5][CH2:6][C:7]1[CH:8]=[C:9]([CH:13]=[CH:14][C:15]=1[O:16][CH2:17][CH:18]([CH3:20])[CH3:19])[C:10]([OH:12])=O)[CH3:2].C(Cl)(=O)C(Cl)=O.[Cl-].[Al+3].[Cl-].[Cl-].[CH2:32]([O:37][C:38]1[CH:43]=[CH:42][CH:41]=[C:40]([O:44]CCC(C)C)[CH:39]=1)[CH2:33][CH:34]([CH3:36])[CH3:35], predict the reaction product. (3) Given the reactants Cl[CH2:2][C:3]1[O:7][C:6]([C:8]2[CH:13]=[CH:12][C:11]([C:14]([F:17])([F:16])[F:15])=[CH:10][CH:9]=2)=[N:5][C:4]=1[CH3:18].C([O-])([O-])=O.[Cs+].[Cs+].[CH2:25]([O:27][C:28](=[O:41])[CH2:29][O:30][C:31]1[CH:36]=[CH:35][C:34]([OH:37])=[CH:33][C:32]=1[CH2:38][CH2:39][CH3:40])C.O, predict the reaction product. The product is: [CH3:25][O:27][C:28](=[O:41])[CH2:29][O:30][C:31]1[CH:36]=[CH:35][C:34]([O:37][CH2:2][C:3]2[O:7][C:6]([C:8]3[CH:13]=[CH:12][C:11]([C:14]([F:17])([F:16])[F:15])=[CH:10][CH:9]=3)=[N:5][C:4]=2[CH3:18])=[CH:33][C:32]=1[CH2:38][CH2:39][CH3:40]. (4) Given the reactants CO[C:3]([C:5]1[N:6]([CH3:20])[C:7]([C:10]2[S:18][C:17]3[C:12](=[N:13][CH:14]=[CH:15][C:16]=3[Cl:19])[CH:11]=2)=[CH:8][N:9]=1)=[O:4].[CH3:21][NH:22][CH2:23][CH3:24], predict the reaction product. The product is: [CH2:23]([N:22]([CH3:21])[C:3]([C:5]1[N:6]([CH3:20])[C:7]([C:10]2[S:18][C:17]3[C:12](=[N:13][CH:14]=[CH:15][C:16]=3[Cl:19])[CH:11]=2)=[CH:8][N:9]=1)=[O:4])[CH3:24]. (5) The product is: [Cl:4][C:5]1[N:6]=[C:7]([CH3:1])[C:8]2[N:14]=[C:13]([C:15]3[CH:20]=[CH:19][C:18]([F:21])=[CH:17][CH:16]=3)[CH:12]=[CH:11][C:9]=2[N:10]=1. Given the reactants [CH3:1][Mg]Cl.[Cl:4][C:5]1[N:6]=[C:7](Cl)[C:8]2[N:14]=[C:13]([C:15]3[CH:20]=[CH:19][C:18]([F:21])=[CH:17][CH:16]=3)[CH:12]=[CH:11][C:9]=2[N:10]=1, predict the reaction product.